Dataset: Full USPTO retrosynthesis dataset with 1.9M reactions from patents (1976-2016). Task: Predict the reactants needed to synthesize the given product. Given the product [C:39]([O:43][C:44](=[O:51])[N:45]([CH2:47][CH2:48][CH2:49][NH:50][C:8]1[CH:9]=[CH:10][C:5]2[N:6]([C:2]([Br:1])=[CH:3][N:4]=2)[N:7]=1)[CH3:46])([CH3:42])([CH3:40])[CH3:41], predict the reactants needed to synthesize it. The reactants are: [Br:1][C:2]1[N:6]2[NH:7][C:8](=O)[CH:9]=[CH:10][C:5]2=[N:4][CH:3]=1.F[P-](F)(F)(F)(F)F.N1(O[P+](N(C)C)(N(C)C)N(C)C)C2C=CC=CC=2N=N1.[C:39]([O:43][C:44](=[O:51])[N:45]([CH2:47][CH2:48][CH2:49][NH2:50])[CH3:46])([CH3:42])([CH3:41])[CH3:40].N12CCCN=C1CCCCC2.